Task: Predict the reactants needed to synthesize the given product.. Dataset: Full USPTO retrosynthesis dataset with 1.9M reactions from patents (1976-2016) (1) Given the product [C:20]([O:24][C:25](=[O:26])[NH:10][CH:8]([C:5]1[CH:6]=[N:7][C:2]([Cl:1])=[CH:3][CH:4]=1)[CH3:9])([CH3:23])([CH3:22])[CH3:21], predict the reactants needed to synthesize it. The reactants are: [Cl:1][C:2]1[N:7]=[CH:6][C:5]([CH:8]([NH2:10])[CH3:9])=[CH:4][CH:3]=1.C(N(C(C)C)CC)(C)C.[C:20]([O:24][C:25](O[C:25]([O:24][C:20]([CH3:23])([CH3:22])[CH3:21])=[O:26])=[O:26])([CH3:23])([CH3:22])[CH3:21]. (2) Given the product [CH3:32][O:31][C:21]1[CH:22]=[C:23]([C:26]2[S:27][CH:28]=[CH:29][N:30]=2)[CH:24]=[CH:25][C:20]=1[B:10]1[O:11][C:12]([CH3:17])([CH3:18])[C:13]([CH3:15])([CH3:16])[O:14]1, predict the reactants needed to synthesize it. The reactants are: [B:10]1([B:10]2[O:14][C:13]([CH3:16])([CH3:15])[C:12]([CH3:18])([CH3:17])[O:11]2)[O:14][C:13]([CH3:16])([CH3:15])[C:12]([CH3:18])([CH3:17])[O:11]1.Br[C:20]1[CH:25]=[CH:24][C:23]([C:26]2[S:27][CH:28]=[CH:29][N:30]=2)=[CH:22][C:21]=1[O:31][CH3:32].C([O-])(=O)C.[K+]. (3) Given the product [CH3:1][C:2]1([CH3:36])[CH:7]([NH:8][C:9](=[O:28])[CH2:10][C@@H:11]2[C:16](=[O:17])[NH:15][CH:14]=[CH:13][N:12]2[S:18]([C:21]2[CH:22]=[CH:23][C:24]([CH3:25])=[CH:26][CH:27]=2)(=[O:20])=[O:19])[CH2:6][CH2:5][NH:4][CH2:3]1, predict the reactants needed to synthesize it. The reactants are: [CH3:1][C:2]1([CH3:36])[CH:7]([NH:8][C:9](=[O:28])[CH2:10][C@@H:11]2[C:16](=[O:17])[NH:15][CH:14]=[CH:13][N:12]2[S:18]([C:21]2[CH:27]=[CH:26][C:24]([CH3:25])=[CH:23][CH:22]=2)(=[O:20])=[O:19])[CH2:6][CH2:5][N:4](C(OC(C)(C)C)=O)[CH2:3]1.Cl. (4) Given the product [CH2:16]([CH:17]1[O:14][CH:13]=[N:12][CH:11]1[S:1]([C:4]1[CH:5]=[CH:6][C:7]([CH3:8])=[CH:9][CH:10]=1)(=[O:3])=[O:2])[CH3:15], predict the reactants needed to synthesize it. The reactants are: [S:1]([CH2:11][N:12]=[C:13]=[O:14])([C:4]1[CH:10]=[CH:9][C:7]([CH3:8])=[CH:6][CH:5]=1)(=[O:3])=[O:2].[CH:15](=O)[CH2:16][CH3:17].[C-]#N.[Na+].O1CCN=C1. (5) Given the product [Cl:1][C:2]1[C:3]([F:35])=[C:4]([CH2:12][N:13]2[CH2:14][CH2:15][CH:16]([CH2:19][O:20][C:21]3[C:30]([CH:31]4[CH2:32][CH2:33]4)=[CH:29][C:24]([C:25]([OH:27])=[O:26])=[C:23]([F:34])[CH:22]=3)[CH2:17][CH2:18]2)[CH:5]=[C:6]([C:8]([F:11])([F:9])[F:10])[CH:7]=1, predict the reactants needed to synthesize it. The reactants are: [Cl:1][C:2]1[C:3]([F:35])=[C:4]([CH2:12][N:13]2[CH2:18][CH2:17][CH:16]([CH2:19][O:20][C:21]3[C:30]([CH:31]4[CH2:33][CH2:32]4)=[CH:29][C:24]([C:25]([O:27]C)=[O:26])=[C:23]([F:34])[CH:22]=3)[CH2:15][CH2:14]2)[CH:5]=[C:6]([C:8]([F:11])([F:10])[F:9])[CH:7]=1.[OH-].[K+].O. (6) The reactants are: C([O:3][C:4](=[O:20])[CH2:5][C:6]([NH:8][C:9]1[S:13][N:12]=[C:11]([C:14]2[CH:19]=[CH:18][CH:17]=[CH:16][CH:15]=2)[N:10]=1)=[O:7])C.O[Li].O. Given the product [C:14]1([C:11]2[N:10]=[C:9]([NH:8][C:6](=[O:7])[CH2:5][C:4]([OH:20])=[O:3])[S:13][N:12]=2)[CH:15]=[CH:16][CH:17]=[CH:18][CH:19]=1, predict the reactants needed to synthesize it.